Dataset: Choline transporter screen with 302,306 compounds. Task: Binary Classification. Given a drug SMILES string, predict its activity (active/inactive) in a high-throughput screening assay against a specified biological target. (1) The molecule is O(c1cc(C(=O)NCC(=O)N\N=C(/C=C\c2ccccc2)C)ccc1)C. The result is 0 (inactive). (2) The molecule is S(c1n(c2cc(OC)ccc2)ccn1)CC(=O)Nc1ccc(OC)cc1. The result is 0 (inactive). (3) The drug is O=C(NCCCc1ccccc1)c1ccncc1. The result is 0 (inactive).